Dataset: Peptide-MHC class II binding affinity with 134,281 pairs from IEDB. Task: Regression. Given a peptide amino acid sequence and an MHC pseudo amino acid sequence, predict their binding affinity value. This is MHC class II binding data. (1) The peptide sequence is YDKFLARVSTVLTGK. The MHC is DRB1_0701 with pseudo-sequence DRB1_0701. The binding affinity (normalized) is 0.743. (2) The peptide sequence is VSSHNHIPGYKVQTN. The MHC is HLA-DQA10303-DQB10402 with pseudo-sequence HLA-DQA10303-DQB10402. The binding affinity (normalized) is 0.303. (3) The peptide sequence is ALFKAIEAYLLAHPD. The MHC is DRB3_0202 with pseudo-sequence DRB3_0202. The binding affinity (normalized) is 0.472. (4) The binding affinity (normalized) is 0.506. The peptide sequence is VLSYVIGLLPPDMVV. The MHC is DRB1_1101 with pseudo-sequence DRB1_1101. (5) The peptide sequence is FQTVGSGLDHILSLA. The MHC is DRB1_0401 with pseudo-sequence DRB1_0401. The binding affinity (normalized) is 0.187.